From a dataset of Human liver microsome stability data. Regression/Classification. Given a drug SMILES string, predict its absorption, distribution, metabolism, or excretion properties. Task type varies by dataset: regression for continuous measurements (e.g., permeability, clearance, half-life) or binary classification for categorical outcomes (e.g., BBB penetration, CYP inhibition). Dataset: hlm. The compound is O=C(NC(=O)Nc1ccc(Oc2ccnc(-n3cnnn3)c2)c(F)c1)Nc1cccc(F)c1. The result is 0 (unstable in human liver microsomes).